Dataset: Forward reaction prediction with 1.9M reactions from USPTO patents (1976-2016). Task: Predict the product of the given reaction. (1) The product is: [C:16]1(=[O:17])[NH:12][C:13](=[O:22])[C:14]2=[CH:21][CH:20]=[CH:19][CH:18]=[C:15]12. Given the reactants CC1N=CNC=1.BrCCCC[N:12]1[C:16](=[O:17])[C:15]2=[CH:18][CH:19]=[CH:20][CH:21]=[C:14]2[C:13]1=[O:22].C(N(CC)CC)C, predict the reaction product. (2) The product is: [Br:1][C:2]1[CH:3]=[CH:4][C:5]([O:16][CH:17]([CH3:18])[CH3:21])=[C:6]([C:8]2[CH:13]=[C:12]([Cl:14])[N:11]=[C:10]([NH2:15])[N:9]=2)[CH:7]=1. Given the reactants [Br:1][C:2]1[CH:3]=[CH:4][C:5]([O:16][CH2:17][CH2:18]C)=[C:6]([C:8]2[CH:13]=[C:12]([Cl:14])[N:11]=[C:10]([NH2:15])[N:9]=2)[CH:7]=1.N[C:21]1N=C(C2C=C(Br)C=CC=2O)C=C(Cl)N=1, predict the reaction product. (3) The product is: [CH3:1][O:2][CH2:3][CH2:4][O:5][CH2:6][CH2:7][O:8][CH2:9][CH2:10][O:11][C:12]1[CH:13]=[CH:14][C:15]([NH2:18])=[CH:16][CH:17]=1. Given the reactants [CH3:1][O:2][CH2:3][CH2:4][O:5][CH2:6][CH2:7][O:8][CH2:9][CH2:10][O:11][C:12]1[CH:17]=[CH:16][C:15]([N+:18]([O-])=O)=[CH:14][CH:13]=1, predict the reaction product. (4) Given the reactants [Li]CCCC.I/[CH:7]=[CH:8]/[C:9]1[CH:14]=[CH:13][C:12]([OH:15])=[CH:11][CH:10]=1.C(O[B:20]1[O:24][C:23]([CH3:26])([CH3:25])[C:22]([CH3:28])([CH3:27])[O:21]1)(C)C, predict the reaction product. The product is: [CH3:27][C:22]1([CH3:28])[C:23]([CH3:26])([CH3:25])[O:24][B:20](/[CH:7]=[CH:8]/[C:9]2[CH:14]=[CH:13][C:12]([OH:15])=[CH:11][CH:10]=2)[O:21]1. (5) Given the reactants Cl.[F:2][C:3]1[C:4]([C:9](=[NH:11])[NH2:10])=[N:5][CH:6]=[CH:7][CH:8]=1.[Cl:12][C:13]1[CH:20]=[C:19]([F:21])[CH:18]=[CH:17][C:14]=1[CH:15]=O.O=[C:23]([CH3:30])[CH2:24][C:25]([O:27][CH2:28][CH3:29])=[O:26], predict the reaction product. The product is: [Cl:12][C:13]1[CH:20]=[C:19]([F:21])[CH:18]=[CH:17][C:14]=1[CH:15]1[C:24]([C:25]([O:27][CH2:28][CH3:29])=[O:26])=[C:23]([CH3:30])[NH:10][C:9]([C:4]2[C:3]([F:2])=[CH:8][CH:7]=[CH:6][N:5]=2)=[N:11]1. (6) Given the reactants C[O-].[Na+].C([C@@H]1CC[C@@H](C)C[C@H]1OC([N:17]1[CH:22]=[CH:21][C:20](=[O:23])[CH2:19][C@@H:18]1[C:24]1[CH:29]=[CH:28][C:27]([F:30])=[CH:26][C:25]=1[CH3:31])=O)(C)C, predict the reaction product. The product is: [F:30][C:27]1[CH:28]=[CH:29][C:24]([C@H:18]2[CH2:19][C:20](=[O:23])[CH:21]=[CH:22][NH:17]2)=[C:25]([CH3:31])[CH:26]=1.